From a dataset of Full USPTO retrosynthesis dataset with 1.9M reactions from patents (1976-2016). Predict the reactants needed to synthesize the given product. (1) The reactants are: [CH2:1]([O:5][C:6]1[CH:11]=[CH:10][CH:9]=[C:8]([Cl:12])[C:7]=1[C:13]#[N:14])[C@@H:2]1[O:4][CH2:3]1.[CH3:15][C:16]([NH2:27])([CH3:26])[C:17]#[C:18][CH2:19][C:20]1[CH:25]=[CH:24][CH:23]=[CH:22][CH:21]=1. Given the product [ClH:12].[OH:4][C@@H:2]([CH2:1][O:5][C:6]1[CH:11]=[CH:10][CH:9]=[C:8]([Cl:12])[C:7]=1[C:13]#[N:14])[CH2:3][NH:27][C:16]([CH3:26])([CH3:15])[C:17]#[C:18][CH2:19][C:20]1[CH:25]=[CH:24][CH:23]=[CH:22][CH:21]=1, predict the reactants needed to synthesize it. (2) Given the product [Br:1][C:2]1[N:6]([C@@H:7]2[O:24][CH2:23][C@@H:18]([OH:19])[C@H:13]([OH:14])[C@H:8]2[OH:9])[C:5]2[CH:25]=[C:26]([Cl:30])[C:27]([Cl:29])=[CH:28][C:4]=2[N:3]=1, predict the reactants needed to synthesize it. The reactants are: [Br:1][C:2]1[N:6]([C@@H:7]2[O:24][CH2:23][C@@H:18]([O:19]C(=O)C)[C@H:13]([O:14]C(=O)C)[C@H:8]2[O:9]C(=O)C)[C:5]2[CH:25]=[C:26]([Cl:30])[C:27]([Cl:29])=[CH:28][C:4]=2[N:3]=1.C(=O)([O-])[O-].[Na+].[Na+].C(O)(=O)C.C(OCC)(=O)C.